Dataset: NCI-60 drug combinations with 297,098 pairs across 59 cell lines. Task: Regression. Given two drug SMILES strings and cell line genomic features, predict the synergy score measuring deviation from expected non-interaction effect. (1) Drug 1: CC(CN1CC(=O)NC(=O)C1)N2CC(=O)NC(=O)C2. Drug 2: CC(C)NC(=O)C1=CC=C(C=C1)CNNC.Cl. Cell line: SW-620. Synergy scores: CSS=39.1, Synergy_ZIP=0.448, Synergy_Bliss=3.34, Synergy_Loewe=-0.453, Synergy_HSA=1.66. (2) Drug 1: CC1C(C(CC(O1)OC2CC(CC3=C2C(=C4C(=C3O)C(=O)C5=C(C4=O)C(=CC=C5)OC)O)(C(=O)C)O)N)O.Cl. Drug 2: C1=CN(C(=O)N=C1N)C2C(C(C(O2)CO)O)O.Cl. Cell line: MDA-MB-231. Synergy scores: CSS=26.6, Synergy_ZIP=-10.5, Synergy_Bliss=1.01, Synergy_Loewe=2.33, Synergy_HSA=3.80. (3) Drug 1: CCCS(=O)(=O)NC1=C(C(=C(C=C1)F)C(=O)C2=CNC3=C2C=C(C=N3)C4=CC=C(C=C4)Cl)F. Drug 2: CNC(=O)C1=NC=CC(=C1)OC2=CC=C(C=C2)NC(=O)NC3=CC(=C(C=C3)Cl)C(F)(F)F. Cell line: ACHN. Synergy scores: CSS=33.0, Synergy_ZIP=-5.66, Synergy_Bliss=-3.74, Synergy_Loewe=-4.84, Synergy_HSA=-5.16. (4) Drug 1: C1C(C(OC1N2C=C(C(=O)NC2=O)F)CO)O. Drug 2: CC1=C(C=C(C=C1)C(=O)NC2=CC(=CC(=C2)C(F)(F)F)N3C=C(N=C3)C)NC4=NC=CC(=N4)C5=CN=CC=C5. Cell line: HCT116. Synergy scores: CSS=21.0, Synergy_ZIP=-2.69, Synergy_Bliss=2.10, Synergy_Loewe=-20.5, Synergy_HSA=-0.213. (5) Drug 1: C1=NNC2=C1C(=O)NC=N2. Drug 2: CC1C(C(CC(O1)OC2CC(CC3=C2C(=C4C(=C3O)C(=O)C5=CC=CC=C5C4=O)O)(C(=O)C)O)N)O. Cell line: SW-620. Synergy scores: CSS=40.3, Synergy_ZIP=-0.946, Synergy_Bliss=-0.217, Synergy_Loewe=-7.65, Synergy_HSA=1.52.